The task is: Predict the reactants needed to synthesize the given product.. This data is from Full USPTO retrosynthesis dataset with 1.9M reactions from patents (1976-2016). (1) Given the product [CH3:3][O:4][C:5]1[CH:6]=[C:7](/[CH:13]=[CH:14]\[C:15]2[CH:16]=[C:17]3[C:21](=[CH:22][CH:23]=2)[N:20]([CH3:25])[CH:19]=[CH:18]3)[CH:8]=[C:9]([O:11][CH3:12])[CH:10]=1, predict the reactants needed to synthesize it. The reactants are: [OH-].[K+].[CH3:3][O:4][C:5]1[CH:6]=[C:7](/[CH:13]=[CH:14]\[C:15]2[CH:16]=[C:17]3[C:21](=[CH:22][CH:23]=2)[NH:20][CH:19]=[CH:18]3)[CH:8]=[C:9]([O:11][CH3:12])[CH:10]=1.I[CH3:25]. (2) Given the product [NH:5]([S:6]([C:9]([F:12])([F:10])[F:11])(=[O:8])=[O:7])[S:13]([C:16]([F:19])([F:18])[F:17])(=[O:15])=[O:14].[NH:5]([S:6]([C:9]([F:12])([F:10])[F:11])(=[O:8])=[O:7])[S:13]([C:16]([F:19])([F:18])[F:17])(=[O:15])=[O:14].[In+3:2], predict the reactants needed to synthesize it. The reactants are: [OH-].[In+3:2].[OH-].[OH-].[NH:5]([S:13]([C:16]([F:19])([F:18])[F:17])(=[O:15])=[O:14])[S:6]([C:9]([F:12])([F:11])[F:10])(=[O:8])=[O:7]. (3) The reactants are: CON(C)[C:4]([C:6]1[S:7][C:8]([NH:11][C:12]2[CH:17]=[CH:16][C:15]([N:18]3[CH2:23][CH2:22][N:21]([CH3:24])[CH2:20][CH2:19]3)=[CH:14][C:13]=2[O:25][CH3:26])=[N:9][N:10]=1)=[O:5].CO[C:30]1[CH:35]=[C:34]([N:36]2CCN(C)CC2)[CH:33]=[CH:32][C:31]=1NC1N=C2N(C3CCCCO3)N=CC2=C(O[C:32]2[CH:33]=[C:34]([NH:36]C(=O)C=C)[CH:35]=[CH:30][CH:31]=2)N=1. Given the product [NH2:36][C:34]1[CH:33]=[C:32]([C:4]([C:6]2[S:7][C:8]([NH:11][C:12]3[CH:17]=[CH:16][C:15]([N:18]4[CH2:23][CH2:22][N:21]([CH3:24])[CH2:20][CH2:19]4)=[CH:14][C:13]=3[O:25][CH3:26])=[N:9][N:10]=2)=[O:5])[CH:31]=[CH:30][CH:35]=1, predict the reactants needed to synthesize it. (4) The reactants are: [CH3:1][C:2]1[C:7]([CH3:8])=[CH:6][C:5]2[N:9]([C@H:12]3[O:16][C@H:15]([CH2:17][OH:18])[C@@H:14]([O:19][P:20]([O:23][C@@H:24]([CH2:26][NH:27][C:28]([CH2:30][CH2:31][C@@:32]4([CH3:89])[C:48]5=[N:49][C@@H:34]([C@:35]6([CH3:84])[N-:73][C:38](=[C:39]([CH3:72])[C:40]7[C@:61]([CH2:63][C:64]([NH2:66])=[O:65])([CH3:62])[C@H:60]([CH2:67][CH2:68][C:69]([NH2:71])=[O:70])[C:42](=[CH:43][C:44]8[C:52]([CH3:54])([CH3:53])[C@H:51]([CH2:55][CH2:56][C:57]([NH2:59])=[O:58])[C:46](=[C:47]5[CH3:50])[N:45]=8)[N:41]=7)[C@@H:37]([CH2:74][CH2:75][C:76]([NH2:78])=[O:77])[C@@:36]6([CH2:80][C:81]([NH2:83])=[O:82])[CH3:79])[C@@H:33]4[CH2:85][C:86]([NH2:88])=[O:87])=[O:29])[CH3:25])([O-:22])=[O:21])[C@H:13]3[OH:90])[CH:10]=[N:11][C:4]=2[CH:3]=1.[C-]#N.[Co+3:93].[I-].C[S+](C)(C)=O.[BH4-].[Na+].[OH-].[Na+].Cl. Given the product [CH3-:1].[CH3:1][C:2]1[C:7]([CH3:8])=[CH:6][C:5]2[N:9]([C@H:12]3[O:16][C@H:15]([CH2:17][OH:18])[C@@H:14]([O:19][P:20]([O:23][CH:24]([CH2:26][NH:27][C:28]([CH2:30][CH2:31][C@@:32]4([CH3:89])[C:48]5=[N:49][C@@H:34]([C@:35]6([CH3:84])[N-:73][C:38](=[C:39]([CH3:72])[C:40]7[C@:61]([CH2:63][C:64]([NH2:66])=[O:65])([CH3:62])[C@H:60]([CH2:67][CH2:68][C:69]([NH2:71])=[O:70])[C:42](=[CH:43][C:44]8[C:52]([CH3:54])([CH3:53])[C@H:51]([CH2:55][CH2:56][C:57]([NH2:59])=[O:58])[C:46](=[C:47]5[CH3:50])[N:45]=8)[N:41]=7)[C@@H:37]([CH2:74][CH2:75][C:76]([NH2:78])=[O:77])[C@@:36]6([CH2:80][C:81]([NH2:83])=[O:82])[CH3:79])[C@@H:33]4[CH2:85][C:86]([NH2:88])=[O:87])=[O:29])[CH3:25])([O-:22])=[O:21])[C@H:13]3[OH:90])[CH:10]=[N:11][C:4]=2[CH:3]=1.[Co+3:93], predict the reactants needed to synthesize it. (5) Given the product [Cl:27][C:12]1[N:11]([N:3]([CH2:1][CH3:2])[C:4](=[O:10])[O:5][C:6]([CH3:9])([CH3:7])[CH3:8])[CH:15]=[C:14]([C:16]2[CH:17]=[N:18][CH:19]=[CH:20][CH:21]=2)[N:13]=1, predict the reactants needed to synthesize it. The reactants are: [CH2:1]([N:3]([N:11]1[CH:15]=[C:14]([C:16]2[CH:17]=[N:18][CH:19]=[CH:20][CH:21]=2)[N:13]=[CH:12]1)[C:4](=[O:10])[O:5][C:6]([CH3:9])([CH3:8])[CH3:7])[CH3:2].C([Li])CCC.[Cl:27]C(Cl)(Cl)C(Cl)(Cl)Cl.